Dataset: Reaction yield outcomes from USPTO patents with 853,638 reactions. Task: Predict the reaction yield, written as a fraction of the theoretical maximum amount of product (1.0 means a 100% yield; for example, 0.34 means a 34% yield). The reactants are C1N=CN(C(N2C=NC=C2)=O)C=1.[CH2:13]([N:15]1[C:23]2[C:18](=[CH:19][C:20]([C:24]([OH:26])=O)=[CH:21][CH:22]=2)[C:17]([CH3:27])=[N:16]1)[CH3:14].[CH2:28]([O:30][C:31](=[O:36])[CH2:32]C(O)=O)[CH3:29].C(N(CC)CC)C.[Mg+2].[Cl-].[Cl-].C(OC(=O)CC([O-])=O)C.[K+]. The catalyst is C1COCC1.CC#N. The product is [CH2:13]([N:15]1[C:23]2[C:18](=[CH:19][C:20]([C:24](=[O:26])[CH2:32][C:31]([O:30][CH2:28][CH3:29])=[O:36])=[CH:21][CH:22]=2)[C:17]([CH3:27])=[N:16]1)[CH3:14]. The yield is 0.650.